This data is from Catalyst prediction with 721,799 reactions and 888 catalyst types from USPTO. The task is: Predict which catalyst facilitates the given reaction. (1) Reactant: [Cl:1][C:2]1[CH:3]=[C:4]([CH:11]=[O:12])[C:5]2[O:9][CH2:8][O:7][C:6]=2[CH:10]=1.[CH3:13][Mg+].[Br-]. Product: [Cl:1][C:2]1[CH:3]=[C:4]([CH:11]([OH:12])[CH3:13])[C:5]2[O:9][CH2:8][O:7][C:6]=2[CH:10]=1. The catalyst class is: 27. (2) The catalyst class is: 121. Reactant: [NH2:1][CH2:2][CH2:3][S:4][C:5]1[CH:6]=[C:7]([C:19]2[NH:20][CH:21]=[CH:22][CH:23]=2)[C:8]2[C:9](=[O:18])[NH:10][C:11]3[C:16]=2[C:15]=1[C:14]([F:17])=[CH:13][CH:12]=3.[ClH:24]. Product: [ClH:24].[NH2:1][CH2:2][CH2:3][S:4][C:5]1[CH:6]=[C:7]([C:19]2[NH:20][CH:21]=[CH:22][CH:23]=2)[C:8]2[C:9](=[O:18])[NH:10][C:11]3[C:16]=2[C:15]=1[C:14]([F:17])=[CH:13][CH:12]=3. (3) Reactant: [C:1]([C:3]1[CH:8]=[CH:7][C:6]([C@@H:9]2[C:14]([C:15]#[N:16])=[C:13]([CH3:17])[N:12]([C:18]3[CH:23]=[CH:22][CH:21]=[C:20]([C:24]([F:27])([F:26])[F:25])[CH:19]=3)[C:11](=[O:28])[NH:10]2)=[C:5]([S:29]([CH3:31])=[O:30])[CH:4]=1)#[N:2].[H-].[Na+].[CH3:34][S:35](Cl)(=[O:37])=[O:36].[Cl-].[NH4+]. Product: [C:1]([C:3]1[CH:8]=[CH:7][C:6]([C@@H:9]2[C:14]([C:15]#[N:16])=[C:13]([CH3:17])[N:12]([C:18]3[CH:23]=[CH:22][CH:21]=[C:20]([C:24]([F:27])([F:26])[F:25])[CH:19]=3)[C:11](=[O:28])[N:10]2[S:35]([CH3:34])(=[O:37])=[O:36])=[C:5]([S:29]([CH3:31])=[O:30])[CH:4]=1)#[N:2]. The catalyst class is: 1. (4) Reactant: Cl[CH2:2][C:3]1[CH:13]=[CH:12][C:6]2[O:7][C:8]([F:11])([F:10])[O:9][C:5]=2[CH:4]=1.[C-:14]#[N:15].[Na+].O.CC(OC)(C)C. Product: [F:10][C:8]1([F:11])[O:7][C:6]2[CH:12]=[CH:13][C:3]([CH2:2][C:14]#[N:15])=[CH:4][C:5]=2[O:9]1. The catalyst class is: 16. (5) Reactant: [F:1][C:2]1[CH:7]=[C:6]([I:8])[CH:5]=[CH:4][C:3]=1[CH3:9].[Br:10]N1C(=O)CCC1=O.C(OOC(=O)C1C=CC=CC=1)(=O)C1C=CC=CC=1. Product: [Br:10][CH2:9][C:3]1[CH:4]=[CH:5][C:6]([I:8])=[CH:7][C:2]=1[F:1]. The catalyst class is: 53.